Dataset: Catalyst prediction with 721,799 reactions and 888 catalyst types from USPTO. Task: Predict which catalyst facilitates the given reaction. Reactant: [C:1]([O:5][C:6]([N:8]1[CH2:13][C@H:12](NS(C2C=CC=CC=2[N+]([O-])=O)(=O)=O)[CH2:11][C@H:10]([C:27](=[O:50])[NH:28][CH2:29][C:30]2([CH2:44][CH2:45][CH2:46][CH2:47][O:48][CH3:49])[C:43]3[CH:42]=[CH:41][CH:40]=[CH:39][C:38]=3[O:37][C:36]3[C:31]2=[CH:32][CH:33]=[CH:34][CH:35]=3)[CH2:9]1)=[O:7])([CH3:4])([CH3:3])[CH3:2].Br[CH2:52][CH2:53][CH3:54].C([O-])([O-])=O.[K+].[K+].C(O)(=O)CS.[Li+].[OH-].C[N:69](C=O)C. Product: [C:1]([O:5][C:6]([N:8]1[CH2:13][C@H:12]([NH:69][CH2:52][CH2:53][CH3:54])[CH2:11][C@H:10]([C:27](=[O:50])[NH:28][CH2:29][C:30]2([CH2:44][CH2:45][CH2:46][CH2:47][O:48][CH3:49])[C:43]3[CH:42]=[CH:41][CH:40]=[CH:39][C:38]=3[O:37][C:36]3[C:31]2=[CH:32][CH:33]=[CH:34][CH:35]=3)[CH2:9]1)=[O:7])([CH3:2])([CH3:3])[CH3:4]. The catalyst class is: 6.